From a dataset of Forward reaction prediction with 1.9M reactions from USPTO patents (1976-2016). Predict the product of the given reaction. (1) Given the reactants Cl.[CH2:2]([O:9][C:10]1[CH:15]=[CH:14][C:13]([NH:16]N)=[CH:12][CH:11]=1)[C:3]1[CH:8]=[CH:7][CH:6]=[CH:5][CH:4]=1.O1CCN([C:24]2[C:25](=[CH:29][C:30]([O:32][CH2:33][CH3:34])=[O:31])[CH2:26][CH2:27][CH:28]=2)CC1.C(OC1C=CC(NN)=CC=1)C1C=CC=CC=1.C(O)(C(F)(F)F)=O, predict the reaction product. The product is: [CH2:2]([O:9][C:10]1[CH:15]=[CH:14][C:13]2[NH:16][C:24]3[C:25](=[CH:29][C:30]([O:32][CH2:33][CH3:34])=[O:31])[CH2:26][CH2:27][C:28]=3[C:12]=2[CH:11]=1)[C:3]1[CH:8]=[CH:7][CH:6]=[CH:5][CH:4]=1. (2) The product is: [Cl:20][C:16]1[CH:15]=[C:14]([S:11]([NH:10][C:8](=[O:9])[NH:7][C:5]2[S:6][C:2]([S:22][CH3:21])=[CH:3][N:4]=2)(=[O:13])=[O:12])[CH:19]=[CH:18][CH:17]=1. Given the reactants Br[C:2]1[S:6][C:5]([NH:7][C:8]([NH:10][S:11]([C:14]2[CH:19]=[CH:18][CH:17]=[C:16]([Cl:20])[CH:15]=2)(=[O:13])=[O:12])=[O:9])=[N:4][CH:3]=1.[CH3:21][S:22](C)=O, predict the reaction product. (3) Given the reactants [I:1]N1C(=O)CCC1=O.[CH2:9]([C:11]1[CH:16]=[CH:15][N:14]=[C:13]([NH2:17])[CH:12]=1)[CH3:10], predict the reaction product. The product is: [CH2:9]([C:11]1[C:16]([I:1])=[CH:15][N:14]=[C:13]([NH2:17])[CH:12]=1)[CH3:10].